Dataset: Catalyst prediction with 721,799 reactions and 888 catalyst types from USPTO. Task: Predict which catalyst facilitates the given reaction. (1) Reactant: [Br:1][C:2]1[CH:3]=[N:4][N:5]([CH2:11][O:12][CH2:13][CH2:14][Si:15]([CH3:18])([CH3:17])[CH3:16])[C:6]=1[C:7](OC)=[O:8].[H-].[H-].[H-].[H-].[Li+].[Al+3]. Product: [Br:1][C:2]1[CH:3]=[N:4][N:5]([CH2:11][O:12][CH2:13][CH2:14][Si:15]([CH3:18])([CH3:17])[CH3:16])[C:6]=1[CH2:7][OH:8]. The catalyst class is: 1. (2) Reactant: [Cl:1][C:2]1[C:7]2[C:8](=[O:11])[NH:9][CH2:10][C:6]=2[C:5]([F:12])=[C:4]([Cl:13])[N:3]=1.CCN(CC)CC.[C:21](O[C:21]([O:23][C:24]([CH3:27])([CH3:26])[CH3:25])=[O:22])([O:23][C:24]([CH3:27])([CH3:26])[CH3:25])=[O:22]. Product: [Cl:1][C:2]1[C:7]2[C:8](=[O:11])[N:9]([C:21]([O:23][C:24]([CH3:27])([CH3:26])[CH3:25])=[O:22])[CH2:10][C:6]=2[C:5]([F:12])=[C:4]([Cl:13])[N:3]=1. The catalyst class is: 79. (3) Reactant: [O:1]1[CH2:6][CH2:5][O:4][C:3]2[CH:7]=[C:8]([NH2:11])[CH:9]=[CH:10][C:2]1=2.C(N(CC)C(C)C)(C)C.Br[CH2:22][C:23]1[CH:33]=[CH:32][CH:31]=[CH:30][C:24]=1[C:25](OCC)=[O:26].O[Li].O. Product: [O:1]1[CH2:6][CH2:5][O:4][C:3]2[CH:7]=[C:8]([N:11]3[CH2:22][C:23]4[C:24](=[CH:30][CH:31]=[CH:32][CH:33]=4)[C:25]3=[O:26])[CH:9]=[CH:10][C:2]1=2. The catalyst class is: 40. (4) Reactant: [F:1][C:2]1[CH:3]=[C:4]([C:9]2[CH:21]=[CH:20][C:12]([C:13]([O:15]C(C)(C)C)=[O:14])=[CH:11][N:10]=2)[CH:5]=[C:6]([F:8])[CH:7]=1.FC(F)(F)C(O)=O.C1(C)C=CC=CC=1. Product: [F:8][C:6]1[CH:5]=[C:4]([C:9]2[CH:21]=[CH:20][C:12]([C:13]([OH:15])=[O:14])=[CH:11][N:10]=2)[CH:3]=[C:2]([F:1])[CH:7]=1. The catalyst class is: 2. (5) Reactant: [C:1]([NH:4][C:5]1[CH:10]=[CH:9][C:8]([C@@H:11]([CH3:16])[C:12]([O:14][CH3:15])=[O:13])=[CH:7][CH:6]=1)(=[S:3])[NH2:2].Br[CH2:18][C:19](=O)[C:20]([F:23])([F:22])[F:21]. Product: [F:21][C:20]([F:23])([F:22])[C:19]1[N:2]=[C:1]([NH:4][C:5]2[CH:6]=[CH:7][C:8]([C@@H:11]([CH3:16])[C:12]([O:14][CH3:15])=[O:13])=[CH:9][CH:10]=2)[S:3][CH:18]=1. The catalyst class is: 12. (6) Reactant: C([O:8][C:9]1[C:10]([CH3:22])=[N:11][C:12]([N:17]2[CH:21]=[CH:20][CH:19]=[CH:18]2)=[C:13]([CH3:16])[C:14]=1[CH3:15])C1C=CC=CC=1. Product: [CH3:22][C:10]1[C:9]([OH:8])=[C:14]([CH3:15])[C:13]([CH3:16])=[C:12]([N:17]2[CH:21]=[CH:20][CH:19]=[CH:18]2)[N:11]=1. The catalyst class is: 43. (7) The catalyst class is: 20. Product: [CH:21]1([CH2:20][CH:19]([C:27]2[CH:28]=[CH:29][C:30]([C:33]3[CH:38]=[CH:37][C:36]([C:39]([F:40])([F:41])[F:42])=[CH:35][CH:34]=3)=[CH:31][CH:32]=2)[O:18][C:15]2[CH:16]=[CH:17][C:12]([C:11]([N:9]([CH3:10])[CH2:8][CH2:7][C:6]([OH:44])=[O:5])=[O:43])=[CH:13][CH:14]=2)[CH2:22][CH2:23][CH2:24][CH2:25][CH2:26]1. Reactant: C([O:5][C:6](=[O:44])[CH2:7][CH2:8][N:9]([C:11](=[O:43])[C:12]1[CH:17]=[CH:16][C:15]([O:18][CH:19]([C:27]2[CH:32]=[CH:31][C:30]([C:33]3[CH:38]=[CH:37][C:36]([C:39]([F:42])([F:41])[F:40])=[CH:35][CH:34]=3)=[CH:29][CH:28]=2)[CH2:20][CH:21]2[CH2:26][CH2:25][CH2:24][CH2:23][CH2:22]2)=[CH:14][CH:13]=1)[CH3:10])(C)(C)C.[Li+].[OH-].Cl.